Dataset: Full USPTO retrosynthesis dataset with 1.9M reactions from patents (1976-2016). Task: Predict the reactants needed to synthesize the given product. Given the product [CH2:13]1[C:3]2=[C:2]([CH2:24][C@H:25]([NH2:21])[CH3:26])[C:10]3[CH:9]=[N:8][CH:7]=[CH:6][C:5]=3[N:4]2[CH2:11][CH2:12]1, predict the reactants needed to synthesize it. The reactants are: Br[C:2]1[C:10]2[CH:9]=[N:8][CH:7]=[CH:6][C:5]=2[N:4]2[CH2:11][CH2:12][CH2:13][C:3]=12.C(OC([N:21]1[C@H:25]([CH3:26])[CH2:24]OS1(=O)=O)=O)(C)(C)C.